From a dataset of Forward reaction prediction with 1.9M reactions from USPTO patents (1976-2016). Predict the product of the given reaction. (1) Given the reactants [F:1][C:2]1[CH:7]=[CH:6][C:5]([C:8]2[C:12](/[CH:13]=[CH:14]/[C:15]3[CH:16]=[C:17]([C:20]([OH:22])=O)[NH:18][N:19]=3)=[C:11]([CH3:23])[O:10][N:9]=2)=[CH:4][CH:3]=1.[OH:24][C:25]([CH3:29])([CH3:28])[CH2:26][NH2:27], predict the reaction product. The product is: [OH:24][C:25]([CH3:29])([CH3:28])[CH2:26][NH:27][C:20]([C:17]1[NH:18][N:19]=[C:15](/[CH:14]=[CH:13]/[C:12]2[C:8]([C:5]3[CH:4]=[CH:3][C:2]([F:1])=[CH:7][CH:6]=3)=[N:9][O:10][C:11]=2[CH3:23])[CH:16]=1)=[O:22]. (2) Given the reactants [C:1]([O:5][C:6]([NH:8][C@@H:9]([C:14]([OH:16])=O)[CH2:10][CH:11]([CH3:13])[CH3:12])=[O:7])([CH3:4])([CH3:3])[CH3:2].[CH:17]1([CH:23]([CH:35]2[CH2:40][CH2:39][CH2:38][CH2:37][CH2:36]2)[C:24]([NH:26][C@H:27]2[C@H:34]3[C@H:30]([CH2:31][NH:32][CH2:33]3)[CH2:29][CH2:28]2)=[O:25])[CH2:22][CH2:21][CH2:20][CH2:19][CH2:18]1.OC1C2N=NNC=2C=CC=1.CN(C)CCCN=C=NCC, predict the reaction product. The product is: [CH:35]1([CH:23]([CH:17]2[CH2:22][CH2:21][CH2:20][CH2:19][CH2:18]2)[C:24]([NH:26][C@H:27]2[C@H:34]3[C@H:30]([CH2:31][N:32]([C:14](=[O:16])[C@H:9]([NH:8][C:6](=[O:7])[O:5][C:1]([CH3:2])([CH3:3])[CH3:4])[CH2:10][CH:11]([CH3:12])[CH3:13])[CH2:33]3)[CH2:29][CH2:28]2)=[O:25])[CH2:36][CH2:37][CH2:38][CH2:39][CH2:40]1. (3) Given the reactants [CH3:1][N:2]1[CH2:7][CH2:6][CH:5]([N:8]2[CH:12]=[C:11]([NH:13][C:14]3[N:19]=[C:18]([NH:20][C:21]4[CH:22]=[C:23]5[C:28](=[CH:29][CH:30]=4)[N:27]=[CH:26][CH:25]=[CH:24]5)[C:17]([N+:31]([O-])=O)=[CH:16][N:15]=3)[CH:10]=[N:9]2)[CH2:4][CH2:3]1, predict the reaction product. The product is: [CH3:1][N:2]1[CH2:7][CH2:6][CH:5]([N:8]2[CH:12]=[C:11]([NH:13][C:14]3[N:19]=[C:18]([NH:20][C:21]4[CH:22]=[C:23]5[C:28](=[CH:29][CH:30]=4)[N:27]=[CH:26][CH:25]=[CH:24]5)[C:17]([NH2:31])=[CH:16][N:15]=3)[CH:10]=[N:9]2)[CH2:4][CH2:3]1. (4) The product is: [Cl:23][C:17]1[CH:16]=[C:15]([N:12]2[C:13]([CH3:14])=[C:9]([CH:8]([OH:25])[C:5]3[CH:4]=[CH:3][C:2]([N:26]4[CH2:30][CH2:29][CH2:28][C:27]4=[O:31])=[CH:7][N:6]=3)[C:10]([CH3:24])=[N:11]2)[CH:22]=[CH:21][C:18]=1[C:19]#[N:20]. Given the reactants Br[C:2]1[CH:3]=[CH:4][C:5]([CH:8]([OH:25])[C:9]2[C:10]([CH3:24])=[N:11][N:12]([C:15]3[CH:22]=[CH:21][C:18]([C:19]#[N:20])=[C:17]([Cl:23])[CH:16]=3)[C:13]=2[CH3:14])=[N:6][CH:7]=1.[NH:26]1[CH2:30][CH2:29][CH2:28][C:27]1=[O:31].P([O-])([O-])([O-])=O.[K+].[K+].[K+].CNCCNC.C(=O)([O-])O.[Na+], predict the reaction product. (5) The product is: [CH:24]([CH:25]1[CH2:33][C:32]2[C:27](=[CH:28][CH:29]=[CH:30][CH:31]=2)[N:26]1[C:34]([O:36][C:37]([CH3:40])([CH3:39])[CH3:38])=[O:35])=[O:23]. Given the reactants CC(OI1(OC(C)=O)(OC(C)=O)OC(=O)C2C=CC=CC1=2)=O.[OH:23][CH2:24][CH:25]1[CH2:33][C:32]2[C:27](=[CH:28][CH:29]=[CH:30][CH:31]=2)[N:26]1[C:34]([O:36][C:37]([CH3:40])([CH3:39])[CH3:38])=[O:35], predict the reaction product. (6) Given the reactants [NH2:1][C:2]1[CH:3]=[N:4][C:5]2[C:10]([C:11]=1[NH:12][CH2:13][CH2:14][NH:15][C:16](=[O:22])[O:17][C:18]([CH3:21])([CH3:20])[CH3:19])=[N:9][CH:8]=[CH:7][CH:6]=2.[C:23](OC)(OC)(OC)[CH2:24][CH2:25][CH2:26][CH3:27].C1(C)C=CC=CC=1, predict the reaction product. The product is: [CH2:24]([C:23]1[N:12]([CH2:13][CH2:14][NH:15][C:16](=[O:22])[O:17][C:18]([CH3:19])([CH3:21])[CH3:20])[C:11]2[C:10]3[N:9]=[CH:8][CH:7]=[CH:6][C:5]=3[N:4]=[CH:3][C:2]=2[N:1]=1)[CH2:25][CH2:26][CH3:27]. (7) Given the reactants [CH3:1][O:2][C:3]1[CH:22]=[CH:21][C:6]([CH2:7][C@@H:8]2[C:12]3=[N:13][C:14]4[CH:19]=[CH:18][CH:17]=[CH:16][C:15]=4[N:11]3[C:10](=[O:20])[NH:9]2)=[CH:5][CH:4]=1.[Cl:23][C:24]1[CH:29]=[CH:28][C:27]([C:30]([NH2:33])([CH3:32])[CH3:31])=[CH:26][CH:25]=1.C(O)(C(F)(F)F)=O, predict the reaction product. The product is: [NH:13]1[C:14]2[CH:19]=[CH:18][CH:17]=[CH:16][C:15]=2[N:11]=[C:12]1[C@H:8]([NH:9][C:10]([NH:33][C:30]([C:27]1[CH:26]=[CH:25][C:24]([Cl:23])=[CH:29][CH:28]=1)([CH3:32])[CH3:31])=[O:20])[CH2:7][C:6]1[CH:21]=[CH:22][C:3]([O:2][CH3:1])=[CH:4][CH:5]=1. (8) Given the reactants [CH:1](=O)[CH3:2].[Br:4][C:5]1[C:14]([NH:15][CH:16]2[CH2:21][CH2:20][C:19]([F:23])([F:22])[CH2:18][CH2:17]2)=[CH:13][CH:12]=[CH:11][C:6]=1[C:7]([O:9][CH3:10])=[O:8].CC(O)=O.[BH-](OC(C)=O)(OC(C)=O)OC(C)=O.[Na+], predict the reaction product. The product is: [Br:4][C:5]1[C:14]([N:15]([CH:16]2[CH2:21][CH2:20][C:19]([F:22])([F:23])[CH2:18][CH2:17]2)[CH2:1][CH3:2])=[CH:13][CH:12]=[CH:11][C:6]=1[C:7]([O:9][CH3:10])=[O:8].